Dataset: Reaction yield outcomes from USPTO patents with 853,638 reactions. Task: Predict the reaction yield, written as a fraction of the theoretical maximum amount of product (1.0 means a 100% yield; for example, 0.34 means a 34% yield). (1) The product is [F:20][C:16]1[CH:15]=[C:14]2[C:19]([C:11]([C:9]3[CH:8]=[N:7][N:6]([CH:4]4[CH2:3][N:2]([C:42]([NH2:41])=[O:43])[CH2:5]4)[CH:10]=3)=[CH:12][N:13]2[S:21]([C:24]2[CH:29]=[CH:28][CH:27]=[CH:26][CH:25]=2)(=[O:22])=[O:23])=[CH:18][CH:17]=1. The reactants are Cl.[NH:2]1[CH2:5][CH:4]([N:6]2[CH:10]=[C:9]([C:11]3[C:19]4[C:14](=[CH:15][C:16]([F:20])=[CH:17][CH:18]=4)[N:13]([S:21]([C:24]4[CH:29]=[CH:28][CH:27]=[CH:26][CH:25]=4)(=[O:23])=[O:22])[CH:12]=3)[CH:8]=[N:7]2)[CH2:3]1.CCN(CC)CC.[Si]([N:41]=[C:42]=[O:43])(C)(C)C. No catalyst specified. The yield is 1.00. (2) The catalyst is ClCCl.CN(C)C1C=CN=CC=1.C(OCC)(=O)C. The product is [Br:1][C:2]1[CH:13]=[CH:12][C:5]2[O:6][C:7]([CH3:10])([CH3:11])[CH2:8][N:9]([S:27]([C:24]3[CH:25]=[CH:26][C:21]([F:20])=[CH:22][CH:23]=3)(=[O:29])=[O:28])[C:4]=2[CH:3]=1. The yield is 0.730. The reactants are [Br:1][C:2]1[CH:13]=[CH:12][C:5]2[O:6][C:7]([CH3:11])([CH3:10])[CH2:8][NH:9][C:4]=2[CH:3]=1.N1C=CC=CC=1.[F:20][C:21]1[CH:26]=[CH:25][C:24]([S:27](Cl)(=[O:29])=[O:28])=[CH:23][CH:22]=1. (3) The reactants are [OH:1][N:2]=[C:3]([NH2:7])[CH:4]([CH3:6])[CH3:5].[H-].[Na+].C(O[C:13]([C:15]1[CH:16]=[C:17]2[C:21](=[CH:22][CH:23]=1)[N:20]([C:24]1[CH:29]=[CH:28][C:27]([O:30][CH:31]3[CH2:36][CH2:35][N:34]([C:37]([O:39][C:40]([CH3:43])([CH3:42])[CH3:41])=[O:38])[CH2:33][CH2:32]3)=[CH:26][N:25]=1)[CH:19]=[CH:18]2)=O)C. The catalyst is C1COCC1. The product is [C:40]([O:39][C:37]([N:34]1[CH2:33][CH2:32][CH:31]([O:30][C:27]2[CH:26]=[N:25][C:24]([N:20]3[C:21]4[C:17](=[CH:16][C:15]([C:13]5[O:1][N:2]=[C:3]([CH:4]([CH3:6])[CH3:5])[N:7]=5)=[CH:23][CH:22]=4)[CH:18]=[CH:19]3)=[CH:29][CH:28]=2)[CH2:36][CH2:35]1)=[O:38])([CH3:43])([CH3:42])[CH3:41]. The yield is 0.102. (4) The reactants are [NH2:1][C:2]1[CH:10]=[CH:9][C:5]([C:6]([OH:8])=[O:7])=[CH:4][CH:3]=1.C(N(CC)CC)C.[C:18](=O)([O:24]C(C)(C)C)[O:19][C:20]([CH3:23])([CH3:22])[CH3:21]. The catalyst is O1CCOCC1.O. The product is [C:20]([O:19][C:18]([NH:1][C:2]1[CH:10]=[CH:9][C:5]([C:6]([OH:8])=[O:7])=[CH:4][CH:3]=1)=[O:24])([CH3:23])([CH3:22])[CH3:21]. The yield is 0.910.